Dataset: Forward reaction prediction with 1.9M reactions from USPTO patents (1976-2016). Task: Predict the product of the given reaction. (1) Given the reactants [NH:1]1[CH2:5][CH2:4][CH:3]([NH:6][C:7](=[O:13])[O:8][C:9]([CH3:12])([CH3:11])[CH3:10])[CH2:2]1.Br[CH2:15][CH2:16][O:17][CH2:18][C:19]1[CH:24]=[CH:23][CH:22]=[CH:21][CH:20]=1.[OH-].[Na+], predict the reaction product. The product is: [CH2:18]([O:17][CH2:16][CH2:15][N:1]1[CH2:5][CH2:4][CH:3]([NH:6][C:7](=[O:13])[O:8][C:9]([CH3:10])([CH3:12])[CH3:11])[CH2:2]1)[C:19]1[CH:24]=[CH:23][CH:22]=[CH:21][CH:20]=1. (2) Given the reactants [CH2:1]([O:3][C:4](=[O:32])[C:5]([C@@H:15]1[C:23]2[C:18](=[CH:19][CH:20]=[CH:21][CH:22]=2)[CH2:17][C@H:16]1[NH:24]C(OC(C)(C)C)=O)([CH2:11][CH2:12][O:13][CH3:14])[C:6]([O:8][CH2:9][CH3:10])=[O:7])[CH3:2].[ClH:33], predict the reaction product. The product is: [ClH:33].[CH2:9]([O:8][C:6](=[O:7])[C:5]([C@@H:15]1[C:23]2[C:18](=[CH:19][CH:20]=[CH:21][CH:22]=2)[CH2:17][C@H:16]1[NH2:24])([CH2:11][CH2:12][O:13][CH3:14])[C:4]([O:3][CH2:1][CH3:2])=[O:32])[CH3:10].